From a dataset of Full USPTO retrosynthesis dataset with 1.9M reactions from patents (1976-2016). Predict the reactants needed to synthesize the given product. (1) Given the product [P:1]([Cl:4])([Cl:3])([O:15][CH2:14][CH:13]([CH:7]([CH3:6])[CH2:8][C:9]([CH3:10])([CH3:11])[CH3:12])[CH2:16][CH2:17][CH:18]([CH3:24])[CH2:19][C:20]([CH3:22])([CH3:21])[CH3:23])=[O:2], predict the reactants needed to synthesize it. The reactants are: [P:1](Cl)([Cl:4])([Cl:3])=[O:2].[CH3:6][CH:7]([CH:13]([CH2:16][CH2:17][CH:18]([CH3:24])[CH2:19][C:20]([CH3:23])([CH3:22])[CH3:21])[CH2:14][OH:15])[CH2:8][C:9]([CH3:12])([CH3:11])[CH3:10].C(N(CC)CC)C. (2) Given the product [CH2:29]([O:31][CH2:32][CH2:33][N:12]1[C:8]([CH3:7])=[C:9]([C:24]([O:26][CH2:27][CH3:28])=[O:25])[C:10]([C:18]2[CH:23]=[CH:22][CH:21]=[CH:20][CH:19]=2)=[C:11]1[C:13]([O:15][CH2:16][CH3:17])=[O:14])[CH3:30], predict the reactants needed to synthesize it. The reactants are: C(=O)([O-])[O-].[K+].[K+].[CH3:7][C:8]1[NH:12][C:11]([C:13]([O:15][CH2:16][CH3:17])=[O:14])=[C:10]([C:18]2[CH:23]=[CH:22][CH:21]=[CH:20][CH:19]=2)[C:9]=1[C:24]([O:26][CH2:27][CH3:28])=[O:25].[CH2:29]([O:31][CH2:32][CH2:33]I)[CH3:30]. (3) Given the product [CH2:1]([O:8][CH2:9][C:10]1[CH:15]=[CH:14][CH:13]=[CH:12][C:11]=1[C:16]([N:47]1[CH2:35][CH2:30][CH2:25][CH2:24]1)=[CH2:21])[C:2]1[CH:3]=[CH:4][CH:5]=[CH:6][CH:7]=1, predict the reactants needed to synthesize it. The reactants are: [CH2:1]([O:8][CH2:9][C:10]1[CH:15]=[CH:14][CH:13]=[CH:12][C:11]=1[C:16]1([CH3:21])OCCO1)[C:2]1[CH:7]=[CH:6][CH:5]=[CH:4][CH:3]=1.[H-].[Na+].[CH3:24][C:25]1([C:30]2[CH:35]=CC=CC=2CO)OCCO1.C(Br)C1C=CC=CC=1.C[N:47](C=O)C. (4) Given the product [CH3:28][C:25]1([CH3:27])[C:24]([CH3:29])([CH3:30])[O:23][B:22]([C:63]2[CH2:69][O:68][CH2:67][CH2:66][N:65]([C:70]([O:72][C:73]([CH3:76])([CH3:75])[CH3:74])=[O:71])[CH:64]=2)[O:26]1, predict the reactants needed to synthesize it. The reactants are: N1C2C(=CC=CC=2C(OC)=O)C=C1.[CH3:29][C:24]1([CH3:30])[C:25]([CH3:28])([CH3:27])[O:26][B:22]([B:22]2[O:26][C:25]([CH3:28])([CH3:27])[C:24]([CH3:30])([CH3:29])[O:23]2)[O:23]1.C1C=CC(P(C2C=CC=CC=2)C2C=CC=CC=2)=CC=1.C([O-])([O-])=O.[K+].[K+].FC(F)(F)S(O[C:63]1[CH2:69][O:68][CH2:67][CH2:66][N:65]([C:70]([O:72][C:73]([CH3:76])([CH3:75])[CH3:74])=[O:71])[CH:64]=1)(=O)=O. (5) The reactants are: [CH:1]1[C:6]([OH:7])=[CH:5][CH:4]=[CH:3][C:2]=1[CH3:8].[Si]([O:26][CH2:27][CH2:28][CH:29](O)[CH3:30])(C(C)(C)C)(C1C=CC=CC=1)C1C=CC=CC=1.C1(P(C2C=CC=CC=2)C2C=CC=CC=2)C=CC=CC=1.N(C(OC(C)C)=O)=NC(OC(C)C)=O. Given the product [C:2]1([CH3:8])[CH:3]=[CH:4][CH:5]=[C:6]([O:7][CH:29]([CH3:30])[CH2:28][CH2:27][OH:26])[CH:1]=1, predict the reactants needed to synthesize it.